From a dataset of Forward reaction prediction with 1.9M reactions from USPTO patents (1976-2016). Predict the product of the given reaction. Given the reactants [Br:1][C:2]1[C:28]([O:29]C)=[CH:27][C:5]2[CH2:6][CH2:7][C:8]3[C:12]([C:4]=2[CH:3]=1)=[N:11][N:10]([CH2:13][CH2:14][CH2:15][NH:16]C(OC(C)(C)C)=O)[C:9]=3[C:24]([OH:26])=[O:25].B(Br)(Br)Br, predict the reaction product. The product is: [BrH:1].[NH2:16][CH2:15][CH2:14][CH2:13][N:10]1[C:9]([C:24]([OH:26])=[O:25])=[C:8]2[C:12]([C:4]3[CH:3]=[C:2]([Br:1])[C:28]([OH:29])=[CH:27][C:5]=3[CH2:6][CH2:7]2)=[N:11]1.